Dataset: Catalyst prediction with 721,799 reactions and 888 catalyst types from USPTO. Task: Predict which catalyst facilitates the given reaction. (1) Reactant: [NH2:1][C@H:2]([C:13]([NH:15][CH2:16][C:17]1[CH:22]=[CH:21][CH:20]=[CH:19][CH:18]=1)=[O:14])[CH2:3][C:4]1[C:12]2[C:7](=[CH:8][CH:9]=[CH:10][CH:11]=2)[NH:6][CH:5]=1.[NH:23]([C:47]([O:49][C:50]([CH3:53])([CH3:52])[CH3:51])=[O:48])[C@H:24]([C:40]([NH:42][CH2:43][C:44](O)=[O:45])=[O:41])[CH2:25][C:26]1[CH:31]=[CH:30][C:29]([O:32][CH2:33][C:34]2[CH:39]=[CH:38][CH:37]=[CH:36][CH:35]=2)=[CH:28][CH:27]=1.C(Cl)CCl.C1C=CC2N(O)N=NC=2C=1. Product: [NH:23]([C:47]([O:49][C:50]([CH3:53])([CH3:52])[CH3:51])=[O:48])[C@H:24]([C:40]([NH:42][CH2:43][C:44]([NH:1][C@H:2]([C:13]([NH:15][CH2:16][C:17]1[CH:22]=[CH:21][CH:20]=[CH:19][CH:18]=1)=[O:14])[CH2:3][C:4]1[C:12]2[C:7](=[CH:8][CH:9]=[CH:10][CH:11]=2)[NH:6][CH:5]=1)=[O:45])=[O:41])[CH2:25][C:26]1[CH:27]=[CH:28][C:29]([O:32][CH2:33][C:34]2[CH:39]=[CH:38][CH:37]=[CH:36][CH:35]=2)=[CH:30][CH:31]=1. The catalyst class is: 59. (2) Reactant: [OH:1][CH:2]([C:6]1[CH:11]=[CH:10][C:9]([C:12]2[N:16]=[C:15]([C:17]3[O:21][N:20]=[C:19]([C:22]4[CH:27]=[CH:26][CH:25]=[CH:24][CH:23]=4)[C:18]=3[C:28]([F:31])([F:30])[F:29])[O:14][N:13]=2)=[CH:8][CH:7]=1)[C:3]([OH:5])=O.[NH:32]1[C:36]2[CH:37]=[CH:38][CH:39]=[CH:40][C:35]=2[N:34]=[C:33]1[CH2:41][NH2:42].CN(C(ON1N=NC2C=CC=NC1=2)=[N+](C)C)C.F[P-](F)(F)(F)(F)F.CN1CCOCC1. Product: [NH:32]1[C:36]2[CH:37]=[CH:38][CH:39]=[CH:40][C:35]=2[N:34]=[C:33]1[CH2:41][NH:42][C:3](=[O:5])[CH:2]([OH:1])[C:6]1[CH:11]=[CH:10][C:9]([C:12]2[N:16]=[C:15]([C:17]3[O:21][N:20]=[C:19]([C:22]4[CH:23]=[CH:24][CH:25]=[CH:26][CH:27]=4)[C:18]=3[C:28]([F:30])([F:29])[F:31])[O:14][N:13]=2)=[CH:8][CH:7]=1. The catalyst class is: 3. (3) Reactant: [O:1]1[C:5]2[CH:6]=[CH:7][C:8]([CH2:10][C:11]([NH:13][C:14]3[CH:22]=[C:21]([S:23](=[O:26])(=[O:25])[NH2:24])[CH:20]=[CH:19][C:15]=3[C:16](O)=[O:17])=[O:12])=[CH:9][C:4]=2[O:3][CH2:2]1.C(O)(=O)C.C(OC(=O)C)(=O)C. Product: [O:1]1[C:5]2[CH:6]=[CH:7][C:8]([CH2:10][C:11]3[O:12][C:16](=[O:17])[C:15]4[CH:19]=[CH:20][C:21]([S:23]([NH2:24])(=[O:26])=[O:25])=[CH:22][C:14]=4[N:13]=3)=[CH:9][C:4]=2[O:3][CH2:2]1. The catalyst class is: 13. (4) Reactant: [C:1]1([CH:8]=[CH:7][C:5]([OH:6])=[CH:4][CH:3]=1)[OH:2].Br[CH2:10][CH:11]([CH2:16][CH3:17])[CH2:12][CH2:13][CH2:14][CH3:15].[OH-].[K+]. Product: [CH2:16]([CH:11]([CH2:12][CH2:13][CH2:14][CH3:15])[CH2:10][O:2][C:1]1[CH:8]=[CH:7][C:5]([O:6][CH2:10][CH:11]([CH2:16][CH3:17])[CH2:12][CH2:13][CH2:14][CH3:15])=[CH:4][CH:3]=1)[CH3:17]. The catalyst class is: 6. (5) Reactant: [CH3:1][S:2]([C:5]1[CH:10]=[CH:9][C:8]([C:11](=O)[CH2:12][CH2:13][C:14](=O)[CH3:15])=[CH:7][CH:6]=1)(=[O:4])=[O:3].[Br:18][C:19]1[CH:25]=[CH:24][C:22]([NH2:23])=[CH:21][CH:20]=1.C1(C)C=CC(S(O)(=O)=O)=CC=1. Product: [Br:18][C:19]1[CH:25]=[CH:24][C:22]([N:23]2[C:11]([C:8]3[CH:9]=[CH:10][C:5]([S:2]([CH3:1])(=[O:4])=[O:3])=[CH:6][CH:7]=3)=[CH:12][CH:13]=[C:14]2[CH3:15])=[CH:21][CH:20]=1. The catalyst class is: 11. (6) Reactant: C(O[C:4](=[C:11]1[C:19]2[C:14](=[CH:15][CH:16]=[C:17]([N+:20]([O-:22])=[O:21])[CH:18]=2)[NH:13][C:12]1=[O:23])[C:5]1[CH:10]=[CH:9][CH:8]=[CH:7][CH:6]=1)C.[OH:24][CH2:25][CH2:26][N:27]([CH2:30][CH2:31][C:32]1[CH:37]=[CH:36][C:35]([NH:38]NC2C=CC=CC=2)=[CH:34][CH:33]=1)[CH2:28][CH3:29]. Product: [OH:24][CH2:25][CH2:26][N:27]([CH2:30][CH2:31][C:32]1[CH:33]=[CH:34][C:35]([NH:38]/[C:4](=[C:11]2\[C:12](=[O:23])[NH:13][C:14]3[C:19]\2=[CH:18][C:17]([N+:20]([O-:22])=[O:21])=[CH:16][CH:15]=3)/[C:5]2[CH:6]=[CH:7][CH:8]=[CH:9][CH:10]=2)=[CH:36][CH:37]=1)[CH2:28][CH3:29]. The catalyst class is: 3.